Dataset: Catalyst prediction with 721,799 reactions and 888 catalyst types from USPTO. Task: Predict which catalyst facilitates the given reaction. (1) Reactant: [C:1]([CH:4]1[CH2:9][NH:8][CH2:7][CH2:6][NH:5]1)([OH:3])=[O:2].[OH-].C([N+](CCCC)(CCCC)CCCC)CCC.Br[CH2:29][CH:30]([C:32]1[CH:37]=[CH:36][C:35]([C:38]2[N:42]=[C:41]([C:43]3[C:47]([CH2:48][CH2:49][CH3:50])=[C:46]([C:51]4[CH:56]=[CH:55][CH:54]=[CH:53][CH:52]=4)[O:45][N:44]=3)[O:40][N:39]=2)=[CH:34][CH:33]=1)[OH:31].CCN(C(N1N=NN(C2C(Cl)=CC=CC=2)C1=O)=O)C1CCCCC1. Product: [OH:31][CH:30]([C:32]1[CH:37]=[CH:36][C:35]([C:38]2[N:42]=[C:41]([C:43]3[C:47]([CH2:48][CH2:49][CH3:50])=[C:46]([C:51]4[CH:52]=[CH:53][CH:54]=[CH:55][CH:56]=4)[O:45][N:44]=3)[O:40][N:39]=2)=[CH:34][CH:33]=1)[CH2:29][N:8]1[CH2:7][CH2:6][NH:5][CH:4]([C:1]([OH:3])=[O:2])[CH2:9]1. The catalyst class is: 376. (2) Reactant: [Br:1][C:2]1[CH:3]=[N:4][C:5](Cl)=[N:6][CH:7]=1.C([O-])([O-])=O.[K+].[K+].[NH2:15][CH2:16][CH:17]1[CH2:22][CH2:21][N:20]([C:23]([O:25][C:26]([CH3:29])([CH3:28])[CH3:27])=[O:24])[CH2:19][CH2:18]1. Product: [Br:1][C:2]1[CH:3]=[N:4][C:5]([NH:15][CH2:16][CH:17]2[CH2:22][CH2:21][N:20]([C:23]([O:25][C:26]([CH3:29])([CH3:28])[CH3:27])=[O:24])[CH2:19][CH2:18]2)=[N:6][CH:7]=1. The catalyst class is: 3. (3) Reactant: [CH3:1][C:2]([C:5]1[C:10]([NH:11][C:12]([C:14]2[C:23](=[O:24])[C:22]3[CH:21]=[CH:20][CH:19]=[CH:18][C:17]=3[NH:16][CH:15]=2)=[O:13])=[CH:9][C:8]([OH:25])=[C:7]([C:26]([CH3:29])([CH3:28])[CH3:27])[CH:6]=1)([CH3:4])[CH3:3]. Product: [CH3:4][C:2]([C:5]1[C:10]([NH:11][C:12]([C:14]2[C:23](=[O:24])[C:22]3[CH:21]=[CH:20][CH:19]=[CH:18][C:17]=3[NH:16][CH:15]=2)=[O:13])=[CH:9][C:8]([OH:25])=[C:7]([C:26]([CH3:29])([CH3:28])[CH3:27])[CH:6]=1)([CH3:1])[CH3:3].[CH3:12][OH:13]. The catalyst class is: 5. (4) Reactant: [OH:1][N:2]=[C:3]([C:5]1[CH:10]=[CH:9][CH:8]=[CH:7][CH:6]=1)[NH2:4].[Cl:11][C:12]1[CH:17]=[CH:16][C:15]([CH:18]([N:22]2[C:30]3[C:25](=[C:26]([NH:31][S:32]([CH3:35])(=[O:34])=[O:33])[CH:27]=[CH:28][CH:29]=3)[CH:24]=[CH:23]2)[C:19](O)=O)=[CH:14][CH:13]=1.Cl.CN(C)CCCN=C=NCC.ON1C2C=CC=CC=2N=N1.C(N(CC)C(C)C)(C)C. Product: [Cl:11][C:12]1[CH:17]=[CH:16][C:15]([CH:18]([C:19]2[O:1][N:2]=[C:3]([C:5]3[CH:10]=[CH:9][CH:8]=[CH:7][CH:6]=3)[N:4]=2)[N:22]2[C:30]3[C:25](=[C:26]([NH:31][S:32]([CH3:35])(=[O:33])=[O:34])[CH:27]=[CH:28][CH:29]=3)[CH:24]=[CH:23]2)=[CH:14][CH:13]=1. The catalyst class is: 3.